This data is from Catalyst prediction with 721,799 reactions and 888 catalyst types from USPTO. The task is: Predict which catalyst facilitates the given reaction. Reactant: [OH:1][C@@H:2]1[CH2:6][CH2:5][O:4][CH2:3]1.C(NC(C)C)(C)C.[Li].[N:15]1([C:19]2[C:28]3[C:23](=[N:24][C:25](Cl)=[C:26]([Cl:29])[N:27]=3)[N:22]=[C:21]([Cl:31])[N:20]=2)[CH2:18][CH2:17][CH2:16]1.O. Product: [N:15]1([C:19]2[C:28]3[C:23](=[N:24][C:25]([O:1][C@@H:2]4[CH2:6][CH2:5][O:4][CH2:3]4)=[C:26]([Cl:29])[N:27]=3)[N:22]=[C:21]([Cl:31])[N:20]=2)[CH2:18][CH2:17][CH2:16]1. The catalyst class is: 7.